This data is from Forward reaction prediction with 1.9M reactions from USPTO patents (1976-2016). The task is: Predict the product of the given reaction. (1) Given the reactants [CH3:1][C:2]1[CH:7]=[CH:6][CH:5]=[CH:4][N:3]=1.[Li]C(C)(C)C.[F:13][C:14]1[CH:15]=[CH:16][C:17]([O:36][CH3:37])=[C:18]([C:20]([CH3:35])([CH3:34])[CH2:21]/[C:22](=[N:27]/S(C(C)(C)C)=O)/[C:23]([F:26])([F:25])[F:24])[CH:19]=1, predict the reaction product. The product is: [F:13][C:14]1[CH:15]=[CH:16][C:17]([O:36][CH3:37])=[C:18]([C:20]([CH3:34])([CH3:35])[CH2:21][C:22]([NH2:27])([CH2:1][C:2]2[CH:7]=[CH:6][CH:5]=[CH:4][N:3]=2)[C:23]([F:26])([F:25])[F:24])[CH:19]=1. (2) Given the reactants [N:1]([C@H:4]1[C@:14]2([CH3:16])[O:15][C@@:6]3([C@H:17]4[C@H:10]([N:11]([C:19]5[CH:26]=[CH:25][C:22]([C:23]#[N:24])=[C:21]([C:27]([F:30])([F:29])[F:28])[CH:20]=5)[C:12](=[O:18])[C@@H:13]24)[O:9][CH2:8][CH2:7]3)[CH2:5]1)=[N+]=[N-].P(C)(C)C, predict the reaction product. The product is: [NH2:1][C@H:4]1[C@:14]2([CH3:16])[O:15][C@@:6]3([C@H:17]4[C@H:10]([N:11]([C:19]5[CH:26]=[CH:25][C:22]([C:23]#[N:24])=[C:21]([C:27]([F:28])([F:29])[F:30])[CH:20]=5)[C:12](=[O:18])[C@@H:13]24)[O:9][CH2:8][CH2:7]3)[CH2:5]1. (3) Given the reactants [CH:1]([N-]C(C)C)(C)C.[Li+].[C:9]1([CH2:15][O:16][C:17]2[CH:22]=[CH:21][C:20]([C@H:23](/[CH:29]=[CH:30]\[CH3:31])[CH2:24][C:25]([O:27][CH3:28])=[O:26])=[CH:19][CH:18]=2)[CH:14]=[CH:13][CH:12]=[CH:11][CH:10]=1.IC, predict the reaction product. The product is: [CH3:1][C@@H:24]([C@H:23]([C:20]1[CH:19]=[CH:18][C:17]([O:16][CH2:15][C:9]2[CH:10]=[CH:11][CH:12]=[CH:13][CH:14]=2)=[CH:22][CH:21]=1)/[CH:29]=[CH:30]\[CH3:31])[C:25]([O:27][CH3:28])=[O:26]. (4) The product is: [Br:19][C:20]1[CH:27]=[CH:26][C:23]([CH2:24][C:2]([CH3:3])([CH3:4])[C:1]([OH:6])=[O:5])=[CH:22][CH:21]=1. Given the reactants [C:1]([O:6]CC)(=[O:5])[CH:2]([CH3:4])[CH3:3].[Li+].C[Si]([N-][Si](C)(C)C)(C)C.[Br:19][C:20]1[CH:27]=[CH:26][C:23]([CH2:24]Br)=[CH:22][CH:21]=1, predict the reaction product. (5) Given the reactants [CH2:1]([O:3][C:4]([C:6]1[NH:7][C:8]2[C:13]([C:14]=1Br)=[CH:12][C:11]([NH:16][S:17]([C:20]1[CH:25]=[CH:24][C:23]([C:26]([CH3:29])([CH3:28])[CH3:27])=[CH:22][CH:21]=1)(=[O:19])=[O:18])=[CH:10][CH:9]=2)=[O:5])[CH3:2].[F:30][C:31]1[CH:32]=[C:33](B(O)O)[CH:34]=[CH:35][CH:36]=1, predict the reaction product. The product is: [CH2:1]([O:3][C:4]([C:6]1[NH:7][C:8]2[C:13]([C:14]=1[C:35]1[CH:34]=[CH:33][CH:32]=[C:31]([F:30])[CH:36]=1)=[CH:12][C:11]([NH:16][S:17]([C:20]1[CH:25]=[CH:24][C:23]([C:26]([CH3:29])([CH3:28])[CH3:27])=[CH:22][CH:21]=1)(=[O:19])=[O:18])=[CH:10][CH:9]=2)=[O:5])[CH3:2]. (6) Given the reactants [C:1]([O:5][C:6](=[O:26])[NH:7][C@H:8]1[CH2:13][CH2:12][C@@H:11]([CH2:14][NH:15][C:16](OCC2C=CC=CC=2)=O)[CH2:10][CH2:9]1)([CH3:4])([CH3:3])[CH3:2].ClC1[N:37]=[C:36]([N:38]([CH3:40])[CH3:39])[C:35]2[C:30](=[CH:31][CH:32]=[CH:33][CH:34]=2)[N:29]=1.C([O-])(O)=O.[Na+], predict the reaction product. The product is: [C:1]([O:5][C:6](=[O:26])[NH:7][C@H:8]1[CH2:9][CH2:10][C@@H:11]([CH2:14][NH:15][C:16]2[N:37]=[C:36]([N:38]([CH3:40])[CH3:39])[C:35]3[C:30](=[CH:31][CH:32]=[CH:33][CH:34]=3)[N:29]=2)[CH2:12][CH2:13]1)([CH3:2])([CH3:3])[CH3:4]. (7) Given the reactants [O:1]1[CH2:6][CH2:5][CH:4]([C:7]2[C:8]([O:13][C@H:14]3[CH2:19][CH2:18][C@H:17]([NH2:20])[CH2:16][CH2:15]3)=[N:9][CH:10]=[CH:11][N:12]=2)[CH2:3][CH2:2]1.F[C:22]1[CH:27]=[CH:26][CH:25]=[CH:24][N:23]=1, predict the reaction product. The product is: [O:1]1[CH2:2][CH2:3][CH:4]([C:7]2[C:8]([O:13][C@H:14]3[CH2:19][CH2:18][C@H:17]([NH:20][C:22]4[CH:27]=[CH:26][CH:25]=[CH:24][N:23]=4)[CH2:16][CH2:15]3)=[N:9][CH:10]=[CH:11][N:12]=2)[CH2:5][CH2:6]1.